From a dataset of Forward reaction prediction with 1.9M reactions from USPTO patents (1976-2016). Predict the product of the given reaction. (1) Given the reactants FC(F)(F)S(O[C:7]1[CH:12]=[C:11]([CH3:13])[C:10]([C:14](=[O:16])[CH3:15])=[C:9]([CH3:17])[CH:8]=1)(=O)=O.[F-].[K+].[C:22]1(B(O)O)[CH:27]=[CH:26][CH:25]=[CH:24][CH:23]=1, predict the reaction product. The product is: [CH3:17][C:9]1[CH:8]=[C:7]([C:22]2[CH:27]=[CH:26][CH:25]=[CH:24][CH:23]=2)[CH:12]=[C:11]([CH3:13])[C:10]=1[C:14](=[O:16])[CH3:15]. (2) Given the reactants [CH:1]1[C:10]2[C:5](=[CH:6][CH:7]=[CH:8][CH:9]=2)[CH:4]=[C:3]([C:11]2[NH:15][C:14]3[CH:16]=[CH:17][CH:18]=[C:19]([C:20](O)=[O:21])[C:13]=3[N:12]=2)[N:2]=1.CN(C(ON1N=NC2C=CC=CC1=2)=[N+](C)C)C.F[P-](F)(F)(F)(F)F.[C:47]1([C:53]2[N:54]=[C:55]([NH2:58])[NH:56][CH:57]=2)[CH:52]=[CH:51][CH:50]=[CH:49][CH:48]=1, predict the reaction product. The product is: [C:47]1([C:53]2[N:54]=[C:55]([NH:58][C:20]([C:19]3[C:13]4[N:12]=[C:11]([C:3]5[N:2]=[CH:1][C:10]6[C:5]([CH:4]=5)=[CH:6][CH:7]=[CH:8][CH:9]=6)[NH:15][C:14]=4[CH:16]=[CH:17][CH:18]=3)=[O:21])[NH:56][CH:57]=2)[CH:48]=[CH:49][CH:50]=[CH:51][CH:52]=1. (3) Given the reactants [C:1]([C:3](=[C:9]([C:16]1[CH:21]=[CH:20][CH:19]=[CH:18][CH:17]=1)[C:10]1[CH:15]=[CH:14][CH:13]=[CH:12][CH:11]=1)[C:4]([O:6][CH2:7][CH3:8])=[O:5])#[N:2].[CH:22]1(O)[CH2:27]CC[CH2:24][CH2:23]1.C([O-])([O-])=O.[Na+].[Na+], predict the reaction product. The product is: [C:1]([C:3](=[C:9]([C:16]1[CH:17]=[CH:18][CH:19]=[CH:20][CH:21]=1)[C:10]1[CH:11]=[CH:12][CH:13]=[CH:14][CH:15]=1)[C:4]([O:6][CH:7]1[CH2:24][CH2:23][CH2:22][CH2:27][CH2:8]1)=[O:5])#[N:2]. (4) The product is: [CH3:1][O:2][N:3]([CH3:28])[C:4]([C:6]1[C:11]([N:12]([S:13]([C:16]2[CH:21]=[CH:20][C:19]([Cl:22])=[C:18]([C:23]([F:26])([F:24])[F:25])[CH:17]=2)(=[O:15])=[O:14])[CH2:35][O:36][CH3:37])=[CH:10][C:9]([CH3:27])=[CH:8][N:7]=1)=[O:5]. Given the reactants [CH3:1][O:2][N:3]([CH3:28])[C:4]([C:6]1[C:11]([NH:12][S:13]([C:16]2[CH:21]=[CH:20][C:19]([Cl:22])=[C:18]([C:23]([F:26])([F:25])[F:24])[CH:17]=2)(=[O:15])=[O:14])=[CH:10][C:9]([CH3:27])=[CH:8][N:7]=1)=[O:5].C(=O)([O-])[O-].[K+].[K+].[CH3:35][O:36][CH2:37]Cl.COCNC(C1C(N(COC)S(C2C=CC(Cl)=C(C(F)(F)F)C=2)(=O)=O)=CC(Cl)=CN=1)=O, predict the reaction product. (5) Given the reactants [N:1]1([C:10]([O:12][C:13]([CH3:16])([CH3:15])[CH3:14])=[O:11])[CH2:6][CH2:5][CH2:4][C@@H:3]2[CH2:7][NH:8][CH2:9][C@H:2]12.Cl[C:18]1[C:27]2[CH2:26][CH2:25][CH:24]([C:28]3[CH:33]=[CH:32][C:31]([F:34])=[CH:30][CH:29]=3)[CH2:23][C:22]=2[N:21]=[C:20]([NH2:35])[N:19]=1, predict the reaction product. The product is: [NH2:35][C:20]1[N:19]=[C:18]([N:8]2[CH2:7][C@@H:3]3[C@@H:2]([N:1]([C:10]([O:12][C:13]([CH3:16])([CH3:15])[CH3:14])=[O:11])[CH2:6][CH2:5][CH2:4]3)[CH2:9]2)[C:27]2[CH2:26][CH2:25][CH:24]([C:28]3[CH:29]=[CH:30][C:31]([F:34])=[CH:32][CH:33]=3)[CH2:23][C:22]=2[N:21]=1. (6) The product is: [F:7][C:8]1[CH:13]=[CH:12][CH:11]=[CH:10][C:9]=1[C:14]1[O:18][N:17]=[C:16]([C:19]2[CH:20]=[C:21]([CH:25]=[CH:26][CH:27]=2)[C:22]([N:24]=[C:2]=[O:3])=[O:23])[N:15]=1. Given the reactants C(Cl)(=O)[C:2](Cl)=[O:3].[F:7][C:8]1[CH:13]=[CH:12][CH:11]=[CH:10][C:9]=1[C:14]1[O:18][N:17]=[C:16]([C:19]2[CH:20]=[C:21]([CH:25]=[CH:26][CH:27]=2)[C:22]([NH2:24])=[O:23])[N:15]=1, predict the reaction product. (7) Given the reactants [Cl:1][C:2]1[CH:7]=[C:6]([Cl:8])[CH:5]=[CH:4][C:3]=1[C:9](=O)[CH3:10].[NH2:12][C:13]([NH2:15])=[S:14], predict the reaction product. The product is: [NH2:15][C:13]1[S:14][CH:10]=[C:9]([C:3]2[CH:4]=[CH:5][C:6]([Cl:8])=[CH:7][C:2]=2[Cl:1])[N:12]=1. (8) Given the reactants [CH3:1][O:2][C:3]1[CH:4]=[C:5]([CH:9]=[CH:10][C:11]=1[O:12][CH3:13])[C:6](Cl)=[O:7].[NH2:14][C:15]1[CH:20]=[CH:19][C:18]([C:21]([CH3:29])([CH3:28])[CH2:22][CH2:23][NH:24][C:25](=[O:27])[CH3:26])=[CH:17][CH:16]=1, predict the reaction product. The product is: [C:25]([NH:24][CH2:23][CH2:22][C:21]([C:18]1[CH:17]=[CH:16][C:15]([NH:14][C:6](=[O:7])[C:5]2[CH:9]=[CH:10][C:11]([O:12][CH3:13])=[C:3]([O:2][CH3:1])[CH:4]=2)=[CH:20][CH:19]=1)([CH3:29])[CH3:28])(=[O:27])[CH3:26].